This data is from Full USPTO retrosynthesis dataset with 1.9M reactions from patents (1976-2016). The task is: Predict the reactants needed to synthesize the given product. (1) The reactants are: [O:1]=[C:2]1[CH2:6][CH2:5][CH:4]([N:7]2[C:15](=[O:16])[C:14]3[C:9](=[CH:10][CH:11]=[CH:12][CH:13]=3)[C:8]2=[O:17])[CH2:3]1.[C:18]1([Mg]Cl)[CH:23]=[CH:22][CH:21]=[CH:20][CH:19]=1.[NH4+].[Cl-]. Given the product [OH:1][C:2]1([C:18]2[CH:23]=[CH:22][CH:21]=[CH:20][CH:19]=2)[CH2:6][CH2:5][CH:4]([N:7]2[C:8](=[O:17])[C:9]3[C:14](=[CH:13][CH:12]=[CH:11][CH:10]=3)[C:15]2=[O:16])[CH2:3]1, predict the reactants needed to synthesize it. (2) The reactants are: [BH4-].[Na+].[Br:3][C:4]1[CH:5]=[CH:6][C:7]([Cl:13])=[C:8]([C:10](=[O:12])[CH3:11])[CH:9]=1. Given the product [Br:3][C:4]1[CH:5]=[CH:6][C:7]([Cl:13])=[C:8]([CH:10]([OH:12])[CH3:11])[CH:9]=1, predict the reactants needed to synthesize it. (3) Given the product [NH2:18][C:17]1[C:21]([OH:20])=[C:11]2[C:12]([C:13](=[O:14])[C:8]([C:5]3[CH:4]=[CH:3][C:2]([Cl:1])=[CH:7][CH:6]=3)=[C:9]([CH:23]([CH3:24])[CH3:25])[O:10]2)=[CH:15][CH:16]=1, predict the reactants needed to synthesize it. The reactants are: [Cl:1][C:2]1[CH:7]=[CH:6][C:5]([C:8]2[C:13](=[O:14])[C:12]3[CH:15]=[CH:16][C:17]4[N:18]=C(C)[O:20][C:21]=4[C:11]=3[O:10][C:9]=2[CH:23]([CH3:25])[CH3:24])=[CH:4][CH:3]=1.Cl. (4) The reactants are: [CH2:1]([O:8][CH2:9][CH:10]1[CH2:12][O:11]1)[C:2]1[CH:7]=[CH:6][CH:5]=[CH:4][CH:3]=1.[NH4+].[Cl-].[N-:15]=[N+:16]=[N-:17].[Na+]. Given the product [N:15]([CH2:12][CH:10]([OH:11])[CH2:9][O:8][CH2:1][C:2]1[CH:7]=[CH:6][CH:5]=[CH:4][CH:3]=1)=[N+:16]=[N-:17], predict the reactants needed to synthesize it. (5) Given the product [Cl:1][C:2]1[CH:3]=[CH:4][C:5]([O:10][C:11]2[C:20]3[C:15](=[CH:16][C:17]([O:23][CH3:24])=[C:18]([O:21][CH3:22])[CH:19]=3)[N:14]=[CH:13][CH:12]=2)=[C:6]([CH:7]([OH:8])[CH2:25][CH3:26])[CH:9]=1, predict the reactants needed to synthesize it. The reactants are: [Cl:1][C:2]1[CH:3]=[CH:4][C:5]([O:10][C:11]2[C:20]3[C:15](=[CH:16][C:17]([O:23][CH3:24])=[C:18]([O:21][CH3:22])[CH:19]=3)[N:14]=[CH:13][CH:12]=2)=[C:6]([CH:9]=1)[CH:7]=[O:8].[CH2:25]([Mg]Br)[CH3:26].O. (6) Given the product [CH2:1]([C:4]1[C:12]2[O:11][N:10]=[C:9]([C:13]([F:16])([F:15])[F:14])[C:8]=2[CH:7]=[CH:6][C:5]=1[O:17][CH2:18][CH2:19][CH2:20][N:22]=[N+:23]=[N-:24])[CH2:2][CH3:3], predict the reactants needed to synthesize it. The reactants are: [CH2:1]([C:4]1[C:12]2[O:11][N:10]=[C:9]([C:13]([F:16])([F:15])[F:14])[C:8]=2[CH:7]=[CH:6][C:5]=1[O:17][CH2:18][CH2:19][CH2:20]Br)[CH2:2][CH3:3].[N-:22]=[N+:23]=[N-:24].[Na+]. (7) Given the product [CH:1]1([N:4]2[CH2:9][CH2:8][CH2:7][C@H:6]([CH2:10][N:11]3[CH2:16][CH2:15][NH:14][CH2:13][CH2:12]3)[CH2:5]2)[CH2:3][CH2:2]1, predict the reactants needed to synthesize it. The reactants are: [CH:1]1([N:4]2[CH2:9][CH2:8][CH2:7][C@H:6]([CH2:10][N:11]3[CH2:16][CH2:15][N:14](C(OCC4C=CC=CC=4)=O)[CH2:13][CH2:12]3)[CH2:5]2)[CH2:3][CH2:2]1. (8) Given the product [C:1]([NH:5][S:6]([C:9]1[CH:14]=[C:13]([B:16]([OH:21])[OH:17])[CH:12]=[N:11][CH:10]=1)(=[O:8])=[O:7])([CH3:4])([CH3:3])[CH3:2], predict the reactants needed to synthesize it. The reactants are: [C:1]([NH:5][S:6]([C:9]1[CH:10]=[N:11][CH:12]=[C:13](Br)[CH:14]=1)(=[O:8])=[O:7])([CH3:4])([CH3:3])[CH3:2].[B:16](OC(C)C)([O:21]C(C)C)[O:17]C(C)C.C([Li])CCC.CCCCCC. (9) The reactants are: [C:1]([C:3]([C:6]1[CH:7]=[C:8]([CH:12]=[CH:13][CH:14]=1)[C:9]([OH:11])=[O:10])([CH3:5])[CH3:4])#N.[H-].C([Al+]CC(C)C)C(C)C.CCCCCC.Cl.C(OCC)(=[O:34])C. Given the product [CH3:5][C:3]([C:6]1[CH:7]=[C:8]([CH:12]=[CH:13][CH:14]=1)[C:9]([OH:11])=[O:10])([CH3:4])[CH:1]=[O:34], predict the reactants needed to synthesize it.